From a dataset of Tyrosyl-DNA phosphodiesterase HTS with 341,365 compounds. Binary Classification. Given a drug SMILES string, predict its activity (active/inactive) in a high-throughput screening assay against a specified biological target. (1) The compound is S(=O)(=O)(NCc1occc1)c1ccc(cc1)C(OCC(=O)N)=O. The result is 1 (active). (2) The compound is O1C2=C(C(C(=C1N)C#N)c1ccccc1)CCc1c2cccc1. The result is 0 (inactive). (3) The molecule is O=C(N(C1CCCCC1)C)COC(=O)c1cc2OCOc2cc1. The result is 0 (inactive). (4) The compound is S(=O)(=O)(N1C(CCC1=O)C(=O)Nc1c(OCC)cccc1)c1ccc(cc1)C. The result is 0 (inactive). (5) The drug is O(c1cc2c(nc(cc2C(O)=O)C)cc1)CC. The result is 0 (inactive). (6) The molecule is S(=O)(=O)(Nc1c(cc(cc1C)C)C)c1cc2NC(=O)CCSc2cc1. The result is 0 (inactive). (7) The compound is Fc1ccc(C(=O)c2cc([nH]c2)C(=O)/N=C\N(C)C)cc1. The result is 0 (inactive).